Predict the product of the given reaction. From a dataset of Forward reaction prediction with 1.9M reactions from USPTO patents (1976-2016). (1) Given the reactants [CH3:1][C:2]1[C:6]([C:7]([OH:9])=[O:8])=[CH:5][S:4][N:3]=1.C([Li])CCC.[I:15]I.Cl, predict the reaction product. The product is: [I:15][C:5]1[S:4][N:3]=[C:2]([CH3:1])[C:6]=1[C:7]([OH:9])=[O:8]. (2) Given the reactants [NH2:1][C:2]1[CH:3]=[N:4][C:5]([C:8]2[CH:9]=[C:10]([CH:29]=[CH:30][CH:31]=2)[CH2:11][N:12]2[C:17](=[O:18])[CH:16]=[CH:15][C:14]([C:19]3[CH:24]=[CH:23][C:22]([S:25]([CH3:28])(=[O:27])=[O:26])=[CH:21][CH:20]=3)=[N:13]2)=[N:6][CH:7]=1.Cl.Cl[CH2:34][CH2:35][N:36](CCCl)[CH2:37][CH3:38].C(=O)([O-])[O-].[K+].[K+], predict the reaction product. The product is: [CH3:28][S:25]([C:22]1[CH:21]=[CH:20][C:19]([C:14]2[CH:15]=[CH:16][C:17](=[O:18])[N:12]([CH2:11][C:10]3[CH:29]=[CH:30][CH:31]=[C:8]([C:5]4[N:4]=[CH:3][C:2]([N:1]5[CH2:38][CH2:37][NH:36][CH2:35][CH2:34]5)=[CH:7][N:6]=4)[CH:9]=3)[N:13]=2)=[CH:24][CH:23]=1)(=[O:27])=[O:26].